This data is from Catalyst prediction with 721,799 reactions and 888 catalyst types from USPTO. The task is: Predict which catalyst facilitates the given reaction. (1) Reactant: Cl.C(OCC)C.C([Si](C)(C)[O:12][CH2:13][C@H:14]([NH-:25])[C:15]1[CH:16]=[N:17][C:18]([O:21][CH2:22][CH2:23][CH3:24])=[CH:19][CH:20]=1)(C)(C)C. Product: [NH2:25][C@H:14]([C:15]1[CH:16]=[N:17][C:18]([O:21][CH2:22][CH2:23][CH3:24])=[CH:19][CH:20]=1)[CH2:13][OH:12]. The catalyst class is: 5. (2) Reactant: CN(C)C=O.[CH3:6][CH:7]([OH:9])[CH3:8].[H-].[Na+].[Br:12][C:13]1[C:18]([O:19][CH3:20])=[CH:17][C:16]([CH2:21]Cl)=[CH:15][C:14]=1[O:23][CH3:24]. Product: [Br:12][C:13]1[C:18]([O:19][CH3:20])=[CH:17][C:16]([CH2:21][O:9][CH:7]([CH3:8])[CH3:6])=[CH:15][C:14]=1[O:23][CH3:24]. The catalyst class is: 6. (3) Reactant: O1CCN([C:7]2[CH2:11][CH2:10][CH2:9][CH:8]=2)CC1.[Br:12][C:13]1[CH:14]=[C:15]([N:19]=[C:20]=[O:21])[CH:16]=[CH:17][CH:18]=1.CCCCCC.C(OCC)(=[O:30])C. Product: [Br:12][C:13]1[CH:14]=[C:15]([NH:19][C:20]([CH:7]2[CH2:8][CH2:9][CH2:10][C:11]2=[O:30])=[O:21])[CH:16]=[CH:17][CH:18]=1. The catalyst class is: 22. (4) Reactant: [F:1][C:2]1[N:3]([S:18]([C:21]2[CH:26]=[CH:25][CH:24]=[CH:23][CH:22]=2)(=[O:20])=[O:19])[C:4]([C:12]2[CH:17]=[CH:16][CH:15]=[CH:14][CH:13]=2)=[CH:5][C:6]=1[C:7](OCC)=[O:8].[H-].C([Al+]CC(C)C)C(C)C.Cl. Product: [F:1][C:2]1[N:3]([S:18]([C:21]2[CH:26]=[CH:25][CH:24]=[CH:23][CH:22]=2)(=[O:20])=[O:19])[C:4]([C:12]2[CH:13]=[CH:14][CH:15]=[CH:16][CH:17]=2)=[CH:5][C:6]=1[CH2:7][OH:8]. The catalyst class is: 207. (5) Reactant: [F:1][C:2]1[CH:10]=[C:9]2[C:5]([CH:6]=[N:7][NH:8]2)=[CH:4][C:3]=1[N+:11]([O-])=O.C(Cl)Cl.[H][H]. Product: [F:1][C:2]1[CH:10]=[C:9]2[C:5]([CH:6]=[N:7][NH:8]2)=[CH:4][C:3]=1[NH2:11]. The catalyst class is: 43.